Dataset: Forward reaction prediction with 1.9M reactions from USPTO patents (1976-2016). Task: Predict the product of the given reaction. Given the reactants [NH2:1][C:2]1[CH:10]=[CH:9][C:8]([N:11]2[CH2:16][C@@H:15]3[CH2:17][C@H:12]2[CH2:13][N:14]3[CH3:18])=[CH:7][C:3]=1[C:4]([NH2:6])=[O:5].[CH:19](OC)(OC)OC.C([O-])(=O)C.[NH4+], predict the reaction product. The product is: [CH3:18][N:14]1[CH2:13][C@@H:12]2[CH2:17][C@H:15]1[CH2:16][N:11]2[C:8]1[CH:7]=[C:3]2[C:2](=[CH:10][CH:9]=1)[N:1]=[CH:19][NH:6][C:4]2=[O:5].